From a dataset of Full USPTO retrosynthesis dataset with 1.9M reactions from patents (1976-2016). Predict the reactants needed to synthesize the given product. (1) Given the product [CH:1]1([C:7](=[O:16])[CH2:8][C:9]2[CH:10]=[CH:11][C:12]([F:15])=[C:13]([N+:22]([O-:24])=[O:23])[CH:14]=2)[CH2:6][CH2:5][CH2:4][CH2:3][CH2:2]1, predict the reactants needed to synthesize it. The reactants are: [CH:1]1([C:7](=[O:16])[CH2:8][C:9]2[CH:14]=[CH:13][C:12]([F:15])=[CH:11][CH:10]=2)[CH2:6][CH2:5][CH2:4][CH2:3][CH2:2]1.OS(O)(=O)=O.[N+:22]([O-])([OH:24])=[O:23]. (2) Given the product [ClH:60].[NH2:1][CH2:2][C@H:3]1[CH2:8][CH2:7][C@H:6]([C:9]([NH:11][C@@H:12]([CH2:36][C:37]2[CH:38]=[CH:39][C:40]([C:43]3[CH:48]=[CH:47][C:46]([C:49](=[O:58])[NH:50][C@H:51]4[CH2:56][CH2:55][C@H:54]([OH:57])[CH2:53][CH2:52]4)=[CH:45][C:44]=3[CH3:59])=[CH:41][CH:42]=2)[C:13]([NH:15][C:16]2[CH:17]=[CH:18][C:19]([C:22]3[NH:23][C:24]([C:27]([F:34])([F:35])[C:28]([F:32])([F:33])[C:29]([OH:31])=[O:30])=[N:25][N:26]=3)=[CH:20][CH:21]=2)=[O:14])=[O:10])[CH2:5][CH2:4]1, predict the reactants needed to synthesize it. The reactants are: [NH2:1][CH2:2][C@H:3]1[CH2:8][CH2:7][C@H:6]([C:9]([NH:11][C@@H:12]([CH2:36][C:37]2[CH:42]=[CH:41][C:40]([C:43]3[CH:48]=[CH:47][C:46]([C:49](=[O:58])[NH:50][C@H:51]4[CH2:56][CH2:55][C@H:54]([OH:57])[CH2:53][CH2:52]4)=[CH:45][C:44]=3[CH3:59])=[CH:39][CH:38]=2)[C:13]([NH:15][C:16]2[CH:21]=[CH:20][C:19]([C:22]3[NH:23][C:24]([C:27]([F:35])([F:34])[C:28]([F:33])([F:32])[C:29]([OH:31])=[O:30])=[N:25][N:26]=3)=[CH:18][CH:17]=2)=[O:14])=[O:10])[CH2:5][CH2:4]1.[ClH:60]. (3) Given the product [Cl:21][C:20]1[C:13]2[CH2:12][CH2:11][C@@:10]3([CH3:22])[C@H:15]([CH2:16][NH:8][CH2:9]3)[C:14]=2[CH:17]=[CH:18][CH:19]=1, predict the reactants needed to synthesize it. The reactants are: C([N:8]1[CH2:16][C@H:15]2[C@:10]([CH3:22])([CH2:11][CH2:12][C:13]3[C:20]([Cl:21])=[CH:19][CH:18]=[CH:17][C:14]=32)[CH2:9]1)C1C=CC=CC=1.ClC(OC(Cl)C)=O.CO. (4) Given the product [Cl:18][C:12]1[CH:11]=[C:10]([O:9][C:1](=[O:8])[C:2]2[CH:3]=[CH:4][CH:5]=[CH:6][CH:7]=2)[CH:15]=[C:14]([CH3:16])[C:13]=1[O:17][CH2:19][O:20][CH3:21], predict the reactants needed to synthesize it. The reactants are: [C:1]([O:9][C:10]1[CH:15]=[C:14]([CH3:16])[C:13]([OH:17])=[C:12]([Cl:18])[CH:11]=1)(=[O:8])[C:2]1[CH:7]=[CH:6][CH:5]=[CH:4][CH:3]=1.[CH3:19][O:20][CH2:21]Cl.C(N(C(C)C)C(C)C)C. (5) Given the product [CH2:33]([N:5]1[CH2:4][CH2:3][C:2]([CH2:8][O:9][C:10]2[C:18]3[C:17]4[CH:19]=[C:20]([C:23]#[N:24])[N:21]=[CH:22][C:16]=4[N:15]([CH2:25][O:26][CH2:27][CH2:28][Si:29]([CH3:31])([CH3:30])[CH3:32])[C:14]=3[N:13]=[CH:12][CH:11]=2)([CH3:1])[CH2:7][CH2:6]1)[CH3:34], predict the reactants needed to synthesize it. The reactants are: [CH3:1][C:2]1([CH2:8][O:9][C:10]2[C:18]3[C:17]4[CH:19]=[C:20]([C:23]#[N:24])[N:21]=[CH:22][C:16]=4[N:15]([CH2:25][O:26][CH2:27][CH2:28][Si:29]([CH3:32])([CH3:31])[CH3:30])[C:14]=3[N:13]=[CH:12][CH:11]=2)[CH2:7][CH2:6][NH:5][CH2:4][CH2:3]1.[CH:33](=O)[CH3:34].C(O[BH-](OC(=O)C)OC(=O)C)(=O)C.[Na+]. (6) Given the product [Cl:17][C:11]1[CH:12]=[CH:13][CH:14]=[C:15]([Cl:16])[C:10]=1[C:9]([NH:8][C:6]1[CH:5]=[CH:4][N:3]=[C:2]([NH:19][C:20]2[N:25]=[C:24]([CH3:26])[CH:23]=[CH:22][N:21]=2)[CH:7]=1)=[O:18], predict the reactants needed to synthesize it. The reactants are: Br[C:2]1[CH:7]=[C:6]([NH:8][C:9](=[O:18])[C:10]2[C:15]([Cl:16])=[CH:14][CH:13]=[CH:12][C:11]=2[Cl:17])[CH:5]=[CH:4][N:3]=1.[NH2:19][C:20]1[N:25]=[C:24]([CH3:26])[CH:23]=[CH:22][N:21]=1.CC1(C)C2C(=C(P(C3C=CC=CC=3)C3C=CC=CC=3)C=CC=2)OC2C(P(C3C=CC=CC=3)C3C=CC=CC=3)=CC=CC1=2.C([O-])([O-])=O.[Cs+].[Cs+]. (7) Given the product [CH3:19][O:18][C:15]1[CH:16]=[CH:17][C:12]([NH:11][C:4]2[C:5]3[N:6]([CH:8]=[CH:9][N:10]=3)[N:7]=[C:2]([C:30]3[CH:31]=[C:32]([CH:38]=[CH:39][CH:40]=3)[C:33]([O:35][CH2:36][CH3:37])=[O:34])[CH:3]=2)=[N:13][C:14]=1[O:20][CH3:21], predict the reactants needed to synthesize it. The reactants are: Cl[C:2]1[CH:3]=[C:4]([NH:11][C:12]2[CH:17]=[CH:16][C:15]([O:18][CH3:19])=[C:14]([O:20][CH3:21])[N:13]=2)[C:5]2[N:6]([CH:8]=[CH:9][N:10]=2)[N:7]=1.CC1(C)C(C)(C)OB([C:30]2[CH:31]=[C:32]([CH:38]=[CH:39][CH:40]=2)[C:33]([O:35][CH2:36][CH3:37])=[O:34])O1.P([O-])([O-])([O-])=O.[K+].[K+].[K+].CC(C1C=C(C(C)C)C(C2C=CC=CC=2P(C2CCCCC2)C2CCCCC2)=C(C(C)C)C=1)C. (8) Given the product [C:29]1([C:2]2[N:10]=[CH:9][N:8]=[C:7]3[C:3]=2[N:4]=[CH:5][N:6]3[C@@H:11]2[O:23][C@H:22]([CH2:24][OH:25])[C@@H:17]([OH:18])[C@H:12]2[OH:13])[CH:34]=[CH:33][CH:32]=[CH:31][CH:30]=1, predict the reactants needed to synthesize it. The reactants are: Cl[C:2]1[N:10]=[CH:9][N:8]=[C:7]2[C:3]=1[N:4]=[CH:5][N:6]2[C@@H:11]1[O:23][C@H:22]([CH2:24][O:25]C(=O)C)[C@@H:17]([O:18]C(=O)C)[C@H:12]1[O:13]C(=O)C.[C:29]1(B(O)O)[CH:34]=[CH:33][CH:32]=[CH:31][CH:30]=1. (9) Given the product [CH3:26][S:23]([C:20]1[CH:19]=[CH:18][C:17]([CH2:16][N:33]=[C:30]=[O:32])=[CH:22][CH:21]=1)(=[O:24])=[O:25], predict the reactants needed to synthesize it. The reactants are: C1(CN2CCC(N(CC)C(=O)[CH2:16][C:17]3[CH:22]=[CH:21][C:20]([S:23]([CH3:26])(=[O:25])=[O:24])=[CH:19][CH:18]=3)CC2)C=CC=CC=1.[CH:30]([O-:32])=O.[NH4+:33].